From a dataset of Catalyst prediction with 721,799 reactions and 888 catalyst types from USPTO. Predict which catalyst facilitates the given reaction. (1) Reactant: Cl[C:2]1[CH2:7][CH2:6][CH2:5][CH2:4][C:3]=1[C:8]#[N:9].C(=O)([O-])[O-].[K+].[K+].[SH:16][CH2:17][C:18]([O:20][CH2:21][CH3:22])=[O:19]. Product: [NH2:9][C:8]1[C:3]2[CH2:4][CH2:5][CH2:6][CH2:7][C:2]=2[S:16][C:17]=1[C:18]([O:20][CH2:21][CH3:22])=[O:19]. The catalyst class is: 199. (2) Reactant: [C:1]([NH:5][C:6]1[O:7][C:8]([C:11]2[CH:12]=[C:13]3[C:17](=[CH:18][CH:19]=2)[N:16](S(C2C=CC(C)=CC=2)(=O)=O)[CH:15]=[C:14]3B2OC(C)(C)C(C)(C)O2)=[N:9][N:10]=1)([CH3:4])([CH3:3])[CH3:2].Br[C:40]1[S:41][C:42]([C:45]([NH2:47])=[O:46])=[CH:43][N:44]=1.ClC1SC(C(N)=O)=CN=1. Product: [C:1]([NH:5][C:6]1[O:7][C:8]([C:11]2[CH:12]=[C:13]3[C:17](=[CH:18][CH:19]=2)[NH:16][CH:15]=[C:14]3[C:40]2[S:41][C:42]([C:45]([NH2:47])=[O:46])=[CH:43][N:44]=2)=[N:9][N:10]=1)([CH3:4])([CH3:2])[CH3:3]. The catalyst class is: 73. (3) Reactant: [CH3:1][C:2]1([CH3:19])[CH2:16][CH2:15][C:14]([CH3:18])([CH3:17])[C:13]2[C:3]1=[CH:4][C:5]1[C:10](=[O:11])[CH:9]=[CH:8][O:7][C:6]=1[CH:12]=2.CO. Product: [CH3:1][C:2]1([CH3:19])[CH2:16][CH2:15][C:14]([CH3:18])([CH3:17])[C:13]2[C:3]1=[CH:4][C:5]1[C:10](=[O:11])[CH2:9][CH2:8][O:7][C:6]=1[CH:12]=2. The catalyst class is: 153. (4) Reactant: [NH2:1][C:2]1[CH:3]=[C:4]([CH:9]([OH:11])[CH3:10])[CH:5]=[CH:6][C:7]=1[CH3:8].[C:12](O[C:12]([O:14][C:15]([CH3:18])([CH3:17])[CH3:16])=[O:13])([O:14][C:15]([CH3:18])([CH3:17])[CH3:16])=[O:13]. Product: [OH:11][CH:9]([C:4]1[CH:5]=[CH:6][C:7]([CH3:8])=[C:2]([NH:1][C:12](=[O:13])[O:14][C:15]([CH3:18])([CH3:17])[CH3:16])[CH:3]=1)[CH3:10]. The catalyst class is: 7. (5) Reactant: [K+].[C:2]([O:8][CH3:9])(=[O:7])[CH2:3][C:4]([O-])=[O:5].[Cl-].[Mg+2].[Cl-].C(N(CC)CC)C.[F:20][C:21]1[CH:26]=[CH:25][C:24]([C:27]2[C:32](/[CH:33]=[CH:34]/C(Cl)=O)=[C:31]([CH:38]([CH3:40])[CH3:39])[N:30]=[C:29]([N:41]([CH3:46])[S:42]([CH3:45])(=[O:44])=[O:43])[N:28]=2)=[CH:23][CH:22]=1. Product: [F:20][C:21]1[CH:26]=[CH:25][C:24]([C:27]2[C:32](/[CH:33]=[CH:34]/[C:4](=[O:5])[CH2:3][C:2]([O:8][CH3:9])=[O:7])=[C:31]([CH:38]([CH3:40])[CH3:39])[N:30]=[C:29]([N:41]([CH3:46])[S:42]([CH3:45])(=[O:44])=[O:43])[N:28]=2)=[CH:23][CH:22]=1. The catalyst class is: 1. (6) Reactant: Cl.N[CH2:3][C:4]1[CH:9]=[CH:8][C:7]([C:10]([CH3:13])([CH3:12])[CH3:11])=[CH:6][C:5]=1[OH:14].C1N2CN3CN(C2)CN1C3.Cl.[OH:26]C(C)=O.O. Product: [C:10]([C:7]1[CH:8]=[CH:9][C:4]([CH:3]=[O:26])=[C:5]([OH:14])[CH:6]=1)([CH3:13])([CH3:12])[CH3:11]. The catalyst class is: 6. (7) Reactant: C[O:2][C:3]([C:5]1[C:6]([C:15]2[CH:20]=[CH:19][CH:18]=[CH:17][CH:16]=2)=[CH:7][CH:8]=[C:9]([S:11]([CH3:14])(=[O:13])=[O:12])[CH:10]=1)=[O:4].[OH-].[Na+].Cl. Product: [CH3:14][S:11]([C:9]1[CH:10]=[C:5]([C:3]([OH:4])=[O:2])[C:6]([C:15]2[CH:20]=[CH:19][CH:18]=[CH:17][CH:16]=2)=[CH:7][CH:8]=1)(=[O:12])=[O:13]. The catalyst class is: 1. (8) Reactant: [CH3:1][N:2]1[C:7](=[O:8])[C:6]([NH:9][C:10]2[CH:19]=[C:13]3[CH2:14][N:15]([CH3:18])[CH2:16][CH2:17][N:12]3[N:11]=2)=[CH:5][C:4]([C:20]2[CH:25]=[CH:24][N:23]=[C:22]([N:26]3[C:38](=[O:39])[C:37]4[N:29]([C:30]5[C@@H:31]6[CH2:40][C@H:34]([C:35]=5[CH:36]=4)[CH2:33][CH2:32]6)[CH2:28][CH2:27]3)[C:21]=2[CH:41]=[O:42])=[CH:3]1.[BH4-].[Na+]. Product: [OH:42][CH2:41][C:21]1[C:22]([N:26]2[CH2:27][CH2:28][N:29]3[C:30]4[CH:31]5[CH2:40][CH:34]([C:35]=4[CH:36]=[C:37]3[C:38]2=[O:39])[CH2:33][CH2:32]5)=[N:23][CH:24]=[CH:25][C:20]=1[C:4]1[CH:5]=[C:6]([NH:9][C:10]2[CH:19]=[C:13]3[CH2:14][N:15]([CH3:18])[CH2:16][CH2:17][N:12]3[N:11]=2)[C:7](=[O:8])[N:2]([CH3:1])[CH:3]=1. The catalyst class is: 5.